From a dataset of Forward reaction prediction with 1.9M reactions from USPTO patents (1976-2016). Predict the product of the given reaction. (1) Given the reactants [CH3:1][N:2]([CH3:15])[C:3]([N:5]1[CH2:9][CH:8]2[CH2:10][C:11]([NH2:14])([CH3:13])[CH2:12][CH:7]2[CH2:6]1)=[O:4].Cl[CH2:17][C:18]([N:20]1[CH2:24][C@@H:23]([F:25])[CH2:22][C@H:21]1[C:26]#[N:27])=[O:19].C(=O)([O-])[O-].[K+].[K+].CN(C)C=O, predict the reaction product. The product is: [CH3:15][N:2]([CH3:1])[C:3]([N:5]1[CH2:9][CH:8]2[CH2:10][C:11]([NH:14][CH2:17][C:18]([N:20]3[CH2:24][C@@H:23]([F:25])[CH2:22][C@H:21]3[C:26]#[N:27])=[O:19])([CH3:13])[CH2:12][CH:7]2[CH2:6]1)=[O:4]. (2) Given the reactants [Br:1][C:2]1[C:10]2[O:9][CH2:8][CH2:7][C:6]=2[CH:5]=[CH:4][CH:3]=1.O.[C:12]1([CH3:22])[CH:17]=[CH:16][C:15]([S:18](O)(=[O:20])=[O:19])=[CH:14][CH:13]=1.CS(OCCCCOS(C)(=O)=O)(=O)=O.O=P12OP3(OP(OP(O3)(O1)=O)(=O)O2)=O, predict the reaction product. The product is: [Br:1][C:2]1[C:10]2[O:9][CH2:8][CH2:7][C:6]=2[CH:5]=[C:4]([S:18]([C:15]2[CH:16]=[CH:17][C:12]([CH3:22])=[CH:13][CH:14]=2)(=[O:20])=[O:19])[CH:3]=1. (3) The product is: [CH3:11][C:1]1[CH:6]=[CH:5][C:4]([S:7]([O:15][CH2:14][C@@H:13]([NH:12][S:7]([C:4]2[CH:5]=[CH:6][C:1]([CH3:11])=[CH:2][CH:3]=2)(=[O:9])=[O:8])[CH3:16])(=[O:9])=[O:8])=[CH:3][CH:2]=1. Given the reactants [C:1]1([CH3:11])[CH:6]=[CH:5][C:4]([S:7](Cl)(=[O:9])=[O:8])=[CH:3][CH:2]=1.[NH2:12][C@@H:13]([CH3:16])[CH2:14][OH:15], predict the reaction product. (4) Given the reactants [C:1](=[NH:23])([O:3][CH2:4][CH2:5][C:6]1[CH:11]=[CH:10][C:9]([O:12][C:13]2[CH:14]=[N:15][C:16]([C:19]([F:22])([F:21])[F:20])=[CH:17][CH:18]=2)=[CH:8][CH:7]=1)[NH2:2].[CH:24]([CH:26]([CH2:31][C:32]1[CH:33]=[N:34][C:35]([O:38][CH3:39])=[N:36][CH:37]=1)[C:27](OC)=O)=[O:25].C([O-])([O-])=O.[K+].[K+], predict the reaction product. The product is: [CH3:39][O:38][C:35]1[N:34]=[CH:33][C:32]([CH2:31][C:26]2[C:24](=[O:25])[N:23]=[C:1]([O:3][CH2:4][CH2:5][C:6]3[CH:7]=[CH:8][C:9]([O:12][C:13]4[CH:14]=[N:15][C:16]([C:19]([F:22])([F:21])[F:20])=[CH:17][CH:18]=4)=[CH:10][CH:11]=3)[NH:2][CH:27]=2)=[CH:37][N:36]=1. (5) Given the reactants [OH:1][C@H:2]([C@@H:29]([NH:37][C:38](=[O:58])[C@@H:39]([NH:43][C:44](=[O:57])[C@@H:45]([NH:50][C:51](=[O:56])[CH2:52][CH:53]([CH3:55])[CH3:54])[CH2:46][CH:47]([CH3:49])[CH3:48])[CH:40]([CH3:42])[CH3:41])[CH2:30][C:31]1[CH:36]=[CH:35][CH:34]=[CH:33][CH:32]=1)[CH2:3][C:4]([NH:6][C@@H:7]([C@@H:25]([CH3:28])[CH2:26][CH3:27])[C:8]([NH:10][C@@H:11]([CH:22]([CH3:24])[CH3:23])[C:12]([O:14]CC1C=CC=CC=1)=[O:13])=[O:9])=[O:5].CC(OC)(C)C, predict the reaction product. The product is: [OH:1][C@H:2]([C@@H:29]([NH:37][C:38](=[O:58])[C@@H:39]([NH:43][C:44](=[O:57])[C@@H:45]([NH:50][C:51](=[O:56])[CH2:52][CH:53]([CH3:55])[CH3:54])[CH2:46][CH:47]([CH3:48])[CH3:49])[CH:40]([CH3:42])[CH3:41])[CH2:30][C:31]1[CH:36]=[CH:35][CH:34]=[CH:33][CH:32]=1)[CH2:3][C:4]([NH:6][C@@H:7]([C@@H:25]([CH3:28])[CH2:26][CH3:27])[C:8]([NH:10][C@@H:11]([CH:22]([CH3:24])[CH3:23])[C:12]([OH:14])=[O:13])=[O:9])=[O:5]. (6) Given the reactants Br[C:2]1[CH:7]=[CH:6][C:5]([O:8][CH3:9])=[CH:4][CH:3]=1.C([Li])CCC.[F:15][C:16]([F:21])([F:20])[C:17](=[O:19])[CH3:18].Cl, predict the reaction product. The product is: [F:15][C:16]([F:21])([F:20])[C:17]([C:2]1[CH:7]=[CH:6][C:5]([O:8][CH3:9])=[CH:4][CH:3]=1)([OH:19])[CH3:18]. (7) Given the reactants [N:1]1([CH2:7][C:8]2[N:13]=[C:12]([NH:14][C:15]3[S:16][C:17]([C:23]4[N:27]=[CH:26][N:25](COCC[Si](C)(C)C)[N:24]=4)=[CH:18][C:19]=3[C:20]([NH2:22])=[O:21])[CH:11]=[CH:10][N:9]=2)[CH2:6][CH2:5][O:4][CH2:3][CH2:2]1.Cl, predict the reaction product. The product is: [N:1]1([CH2:7][C:8]2[N:13]=[C:12]([NH:14][C:15]3[S:16][C:17]([C:23]4[N:27]=[CH:26][NH:25][N:24]=4)=[CH:18][C:19]=3[C:20]([NH2:22])=[O:21])[CH:11]=[CH:10][N:9]=2)[CH2:2][CH2:3][O:4][CH2:5][CH2:6]1. (8) Given the reactants Cl[C:2]1[N:7]=[C:6]([Cl:8])[N:5]=[C:4]([N:9]2[CH:14]([CH3:15])[CH2:13][O:12][CH2:11][CH:10]2[CH3:16])[N:3]=1.[CH3:17][NH:18][C:19]([NH:21][C:22]1[CH:27]=[CH:26][C:25](B2OC(C)(C)C(C)(C)O2)=[CH:24][CH:23]=1)=[O:20], predict the reaction product. The product is: [Cl:8][C:6]1[N:5]=[C:4]([N:9]2[CH:14]([CH3:15])[CH2:13][O:12][CH2:11][CH:10]2[CH3:16])[N:3]=[C:2]([C:25]2[CH:24]=[CH:23][C:22]([NH:21][C:19]([NH:18][CH3:17])=[O:20])=[CH:27][CH:26]=2)[N:7]=1. (9) Given the reactants O=[C:2]([CH3:13])[CH2:3][C:4]([O:6][CH:7]([CH3:12])[C:8]([F:11])([F:10])[F:9])=[O:5].C([O-])(=O)C.[NH4+:18].C(O)(=O)C, predict the reaction product. The product is: [NH2:18][C:2]([CH3:13])=[CH:3][C:4]([O:6][CH:7]([CH3:12])[C:8]([F:11])([F:10])[F:9])=[O:5]. (10) Given the reactants F[C:2]1[CH:3]=[C:4]([N+:8]([O-:10])=[O:9])[CH:5]=[CH:6][CH:7]=1.[NH:11]1[CH2:16][CH2:15][CH2:14][CH2:13][CH2:12]1, predict the reaction product. The product is: [N+:8]([C:4]1[CH:3]=[C:2]([N:11]2[CH2:16][CH2:15][CH2:14][CH2:13][CH2:12]2)[CH:7]=[CH:6][CH:5]=1)([O-:10])=[O:9].